From a dataset of Forward reaction prediction with 1.9M reactions from USPTO patents (1976-2016). Predict the product of the given reaction. (1) The product is: [CH3:1][C:2]1([CH3:12])[CH2:7][CH:6]([C:8](=[O:20])[CH2:13][CH3:14])[CH2:5][C:4]([CH3:11])([CH3:10])[O:3]1. Given the reactants [CH3:1][C:2]1([CH3:12])[CH2:7][CH:6]([C:8]#N)[CH2:5][C:4]([CH3:11])([CH3:10])[O:3]1.[CH3:13][CH2:14][Mg+].[Br-].C1C[O:20]CC1, predict the reaction product. (2) Given the reactants Br[C:2]1[CH:7]=[CH:6][C:5]([C:8]2[N:9]=[C:10]([N:23]3[CH2:28][CH2:27][C:26]([F:30])([F:29])[CH2:25][CH2:24]3)[O:11][C:12]=2[C@@H:13]2[CH2:18][CH2:17][CH2:16][CH2:15][C@H:14]2[C:19]([O:21][CH3:22])=[O:20])=[CH:4][CH:3]=1.C(C1(NC([C@@H]2CCCC[C@H]2C2OC(C3C=CC(F)=C(F)C=3)=NC=2C2C=CC([N:64]3[CH2:69][CH2:68][S:67](=[O:71])(=[O:70])[CH2:66][CH2:65]3)=CC=2)=O)CC1)#N, predict the reaction product. The product is: [F:29][C:26]1([F:30])[CH2:27][CH2:28][N:23]([C:10]2[O:11][C:12]([C@@H:13]3[CH2:18][CH2:17][CH2:16][CH2:15][C@H:14]3[C:19]([O:21][CH3:22])=[O:20])=[C:8]([C:5]3[CH:6]=[CH:7][C:2]([N:64]4[CH2:69][CH2:68][S:67](=[O:71])(=[O:70])[CH2:66][CH2:65]4)=[CH:3][CH:4]=3)[N:9]=2)[CH2:24][CH2:25]1. (3) The product is: [Cl:1][C:2]1[CH:18]=[CH:17][C:5]2[CH2:6][CH2:7][N:8]([C:11](=[O:16])[C:12]([F:15])([F:14])[F:13])[CH2:9][CH2:10][C:4]=2[C:3]=1[NH:36][CH2:35][C:34]1[CH:37]=[CH:38][C:31]([O:30][CH:29]([CH3:39])[C:28]([F:27])([F:40])[F:41])=[CH:32][CH:33]=1. Given the reactants [Cl:1][C:2]1[CH:18]=[CH:17][C:5]2[CH2:6][CH2:7][N:8]([C:11](=[O:16])[C:12]([F:15])([F:14])[F:13])[CH2:9][CH2:10][C:4]=2[C:3]=1OS(C(F)(F)F)(=O)=O.[F:27][C:28]([F:41])([F:40])[CH:29]([CH3:39])[O:30][C:31]1[CH:38]=[CH:37][C:34]([CH2:35][NH2:36])=[CH:33][CH:32]=1, predict the reaction product. (4) Given the reactants [CH3:1][O:2][C:3](=[O:21])[C:4]1[CH:9]=[CH:8][C:7](I)=[C:6]([O:11][CH2:12][CH2:13][C:14]2[CH:15]=[C:16]([CH3:20])[CH:17]=[CH:18][CH:19]=2)[CH:5]=1.[CH:22]([S:24]([CH3:27])(=[O:26])=[O:25])=[CH2:23].C1(C)C=CC=CC=1P(C1C=CC=CC=1C)C1C=CC=CC=1C.C(N(C(C)C)CC)(C)C, predict the reaction product. The product is: [CH3:1][O:2][C:3](=[O:21])[C:4]1[CH:9]=[CH:8][C:7](/[CH:23]=[CH:22]/[S:24]([CH3:27])(=[O:26])=[O:25])=[C:6]([O:11][CH2:12][CH2:13][C:14]2[CH:15]=[C:16]([CH3:20])[CH:17]=[CH:18][CH:19]=2)[CH:5]=1. (5) Given the reactants C1(C(=[N:14][C:15]2[N:20]=[C:19]([CH2:21][C:22]([O-:24])=[O:23])[CH:18]=[CH:17][CH:16]=2)C2C=CC=CC=2)C=CC=CC=1.Cl.[CH2:26]1COCC1.O, predict the reaction product. The product is: [NH2:14][C:15]1[N:20]=[C:19]([CH2:21][C:22]([O:24][CH3:26])=[O:23])[CH:18]=[CH:17][CH:16]=1. (6) Given the reactants [O:1]=[C:2]1[NH:8][C:7]2[CH:9]=[CH:10][CH:11]=[CH:12][C:6]=2[NH:5][C:4](=[O:13])[CH2:3]1.I[CH2:15][CH:16]([CH3:18])[CH3:17], predict the reaction product. The product is: [O:13]=[C:4]1[N:5]([CH2:15][CH:16]([CH3:18])[CH3:17])[C:6]2[CH:12]=[CH:11][CH:10]=[CH:9][C:7]=2[N:8]([CH2:15][CH:16]([CH3:18])[CH3:17])[C:2](=[O:1])[CH2:3]1. (7) Given the reactants [CH3:1][N:2]1[C@@H:12]2[CH2:13][C:14]3[CH:19]=[CH:18][C:17]([O:20][CH3:21])=[C:16]4[O:22][CH:6]5[C:7]([CH:9]=[CH:10][C@:11]2([OH:23])[C@:5]5([C:15]=34)[CH2:4][CH2:3]1)=[O:8].P(=O)(O)(O)O.[OH-].[Na+].NC(N)=S.[H][H], predict the reaction product. The product is: [CH3:1][N:2]1[C@@H:12]2[CH2:13][C:14]3[CH:19]=[CH:18][C:17]([O:20][CH3:21])=[C:16]4[O:22][C@H:6]5[C:7]([CH2:9][CH2:10][C@:11]2([OH:23])[C@:5]5([C:15]=34)[CH2:4][CH2:3]1)=[O:8]. (8) Given the reactants [Cl:1][C:2]1[CH:7]=[C:6](/[CH:8]=[CH:9]/[CH:10]([C:15]2[CH:20]=[C:19]([Cl:21])[C:18]([Cl:22])=[C:17]([Cl:23])[CH:16]=2)[C:11]([F:14])([F:13])[F:12])[CH:5]=[CH:4][C:3]=1[CH2:24][NH2:25].CCN(CC)CC.Cl[C:34](=[O:39])[C:35]([O:37][CH3:38])=[O:36], predict the reaction product. The product is: [Cl:1][C:2]1[CH:7]=[C:6](/[CH:8]=[CH:9]/[CH:10]([C:15]2[CH:20]=[C:19]([Cl:21])[C:18]([Cl:22])=[C:17]([Cl:23])[CH:16]=2)[C:11]([F:14])([F:13])[F:12])[CH:5]=[CH:4][C:3]=1[CH2:24][NH:25][C:34](=[O:39])[C:35]([O:37][CH3:38])=[O:36]. (9) Given the reactants [C:1]([O:5][C:6]([NH:8][CH2:9][C:10]1[C:11]([C:28]2[CH:33]=[CH:32][C:31]([CH3:34])=[CH:30][CH:29]=2)=[C:12](/[CH:21]=[CH:22]/[C:23]([O:25]CC)=[O:24])[C:13]([CH3:20])=[N:14][C:15]=1[CH2:16][CH:17]([CH3:19])[CH3:18])=[O:7])([CH3:4])([CH3:3])[CH3:2].[OH-].[Na+].Cl, predict the reaction product. The product is: [C:1]([O:5][C:6]([NH:8][CH2:9][C:10]1[C:11]([C:28]2[CH:29]=[CH:30][C:31]([CH3:34])=[CH:32][CH:33]=2)=[C:12](/[CH:21]=[CH:22]/[C:23]([OH:25])=[O:24])[C:13]([CH3:20])=[N:14][C:15]=1[CH2:16][CH:17]([CH3:19])[CH3:18])=[O:7])([CH3:2])([CH3:3])[CH3:4]. (10) Given the reactants [Br:1][C:2]1[S:6][C:5]([CH:7]=[O:8])=[CH:4][CH:3]=1.[F-].[Cs+].[Si]([C:15]([F:18])([F:17])[F:16])(C)(C)C, predict the reaction product. The product is: [Br:1][C:2]1[S:6][C:5]([CH:7]([OH:8])[C:15]([F:18])([F:17])[F:16])=[CH:4][CH:3]=1.